From a dataset of Reaction yield outcomes from USPTO patents with 853,638 reactions. Predict the reaction yield, written as a fraction of the theoretical maximum amount of product (1.0 means a 100% yield; for example, 0.34 means a 34% yield). (1) The product is [Cl:1][C:2]1[CH:7]=[CH:6][C:5]([S:8]([NH:11][C:15]2[C:16]([C:22](=[O:31])[C:23]3[C:28]([F:29])=[CH:27][CH:26]=[CH:25][C:24]=3[Cl:30])=[N:17][CH:18]=[C:19]([Cl:21])[CH:20]=2)(=[O:9])=[O:10])=[CH:4][C:3]=1[C:32]([F:33])([F:34])[F:35]. The reactants are [Cl:1][C:2]1[CH:7]=[CH:6][C:5]([S:8]([N:11]([C:15]2[C:16]([C:22](=[O:31])[C:23]3[C:28]([F:29])=[CH:27][CH:26]=[CH:25][C:24]=3[Cl:30])=[N:17][CH:18]=[C:19]([Cl:21])[CH:20]=2)COC)(=[O:10])=[O:9])=[CH:4][C:3]=1[C:32]([F:35])([F:34])[F:33].O. The yield is 0.670. The catalyst is Cl.O1CCOCC1. (2) The reactants are COC1C=CC(C[N:10]2[CH:14]=[C:13]([C:15]3[CH:20]=[CH:19][N:18]=[C:17]4[NH:21][CH:22]=[CH:23][C:16]=34)[C:12]([C:24]3[CH:29]=[CH:28][C:27]([N+:30]([O-:32])=[O:31])=[CH:26][CH:25]=3)=[N:11]2)=CC=1. The catalyst is FC(F)(F)C(O)=O.O. The product is [N+:30]([C:27]1[CH:26]=[CH:25][C:24]([C:12]2[C:13]([C:15]3[CH:20]=[CH:19][N:18]=[C:17]4[NH:21][CH:22]=[CH:23][C:16]=34)=[CH:14][NH:10][N:11]=2)=[CH:29][CH:28]=1)([O-:32])=[O:31]. The yield is 0.640. (3) The reactants are [O:1]1[C:9]2[C:4](=[N:5][CH:6]=[CH:7][CH:8]=2)[NH:3][C:2]1=[O:10].[Br:11]N1C(=O)CCC1=O. The catalyst is C(#N)C.C(O)(=O)C. The product is [Br:11][C:7]1[CH:8]=[C:9]2[O:1][C:2](=[O:10])[NH:3][C:4]2=[N:5][CH:6]=1. The yield is 0.550. (4) The reactants are [Si]([O:8][C@H:9]1[C@H:13]([CH3:14])[N:12]([C:15]2[CH:22]=[CH:21][C:18]([C:19]#[N:20])=[C:17]([Cl:23])[C:16]=2[CH3:24])[C:11](=[O:25])[C:10]1([CH3:27])[CH3:26])(C(C)(C)C)(C)C.[F-].C([N+](CCCC)(CCCC)CCCC)CCC.C1COCC1.O. The yield is 0.284. The catalyst is C1COCC1. The product is [Cl:23][C:17]1[C:16]([CH3:24])=[C:15]([N:12]2[C@@H:13]([CH3:14])[C@H:9]([OH:8])[C:10]([CH3:27])([CH3:26])[C:11]2=[O:25])[CH:22]=[CH:21][C:18]=1[C:19]#[N:20]. (5) The reactants are [NH2:1][C:2]1[CH2:6][CH2:5][C@@H:4]([CH3:7])[C:3]=1[C:8]([O:10]CC)=O.C([O-])=O.[NH4+].[CH:17]([NH2:19])=O. No catalyst specified. The product is [CH3:7][C@H:4]1[C:3]2[C:8]([OH:10])=[N:19][CH:17]=[N:1][C:2]=2[CH2:6][CH2:5]1. The yield is 0.650. (6) The reactants are [F:1][C:2]1[CH:10]=[CH:9][C:5]([C:6]([OH:8])=O)=[CH:4][CH:3]=1.CN(C(ON1N=NC2C=CC=NC1=2)=[N+](C)C)C.F[P-](F)(F)(F)(F)F.C(N(C(C)C)C(C)C)C.[CH3:44][O:45][C:46]1[C:51]2[N:52]=[C:53]([NH2:55])[S:54][C:50]=2[C:49]([N:56]([CH3:58])[CH3:57])=[CH:48][CH:47]=1. The catalyst is C1COCC1. The product is [CH3:57][N:56]([CH3:58])[C:49]1[C:50]2[S:54][C:53]([NH:55][C:6](=[O:8])[C:5]3[CH:4]=[CH:3][C:2]([F:1])=[CH:10][CH:9]=3)=[N:52][C:51]=2[C:46]([O:45][CH3:44])=[CH:47][CH:48]=1. The yield is 0.830. (7) The reactants are [OH:1][C:2]1[CH:3]=[C:4]([CH3:10])[C:5]([C:8]#[N:9])=[N:6][CH:7]=1.[C:28]1(P([C:24]2[CH:29]=[CH:28][CH:27]=CC=2)[C:28]2[CH:27]=CC=[CH:24][CH:29]=2)[CH:27]=CC=[CH:24][CH:29]=1.N(C(OC(C)C)=O)=NC(OC(C)C)=O.C1(CO)CC1. The catalyst is C1COCC1. The product is [CH:29]1([CH2:24][O:1][C:2]2[CH:3]=[C:4]([CH3:10])[C:5]([C:8]#[N:9])=[N:6][CH:7]=2)[CH2:27][CH2:28]1. The yield is 0.840.